Regression. Given a peptide amino acid sequence and an MHC pseudo amino acid sequence, predict their binding affinity value. This is MHC class II binding data. From a dataset of Peptide-MHC class II binding affinity with 134,281 pairs from IEDB. (1) The peptide sequence is KSVPLEMLLINLTTI. The MHC is DRB1_0301 with pseudo-sequence DRB1_0301. The binding affinity (normalized) is 0.406. (2) The binding affinity (normalized) is 0.756. The MHC is HLA-DQA10102-DQB10602 with pseudo-sequence HLA-DQA10102-DQB10602. The peptide sequence is INEPTCAAIAYGLDR.